This data is from Reaction yield outcomes from USPTO patents with 853,638 reactions. The task is: Predict the reaction yield, written as a fraction of the theoretical maximum amount of product (1.0 means a 100% yield; for example, 0.34 means a 34% yield). (1) The reactants are [CH2:1]([O:8][C@@H:9]1[C@@H:18]([O:19][CH2:20][C:21]2[CH:26]=[CH:25][CH:24]=[CH:23][CH:22]=2)[C@H:17]([O:27][C@@H:28]2[O:57][C@H:56]([CH2:58]O)[C@@H:47]([O:48][CH2:49][C:50]3[CH:55]=[CH:54][CH:53]=[CH:52][CH:51]=3)[C@H:38]([O:39][CH2:40][C:41]3[CH:46]=[CH:45][CH:44]=[CH:43][CH:42]=3)[C@H:29]2[O:30][CH2:31][C:32]2[CH:37]=[CH:36][CH:35]=[CH:34][CH:33]=2)[C@@H:16]([CH2:60][O:61][CH2:62][C:63]2[CH:68]=[CH:67][CH:66]=[CH:65][CH:64]=2)[O:15][CH:10]1[O:11][CH2:12][CH:13]=[CH2:14])[C:2]1[CH:7]=[CH:6][CH:5]=[CH:4][CH:3]=1.C(N(S(F)(F)[F:75])CC)C.CO.C(OCC)(=O)C. The catalyst is COCCOC. The product is [CH2:1]([O:8][C@@H:9]1[C@@H:18]([O:19][CH2:20][C:21]2[CH:26]=[CH:25][CH:24]=[CH:23][CH:22]=2)[C@H:17]([O:27][C@@H:28]2[O:57][C@H:56]([CH2:58][F:75])[C@@H:47]([O:48][CH2:49][C:50]3[CH:55]=[CH:54][CH:53]=[CH:52][CH:51]=3)[C@H:38]([O:39][CH2:40][C:41]3[CH:46]=[CH:45][CH:44]=[CH:43][CH:42]=3)[C@H:29]2[O:30][CH2:31][C:32]2[CH:37]=[CH:36][CH:35]=[CH:34][CH:33]=2)[C@@H:16]([CH2:60][O:61][CH2:62][C:63]2[CH:68]=[CH:67][CH:66]=[CH:65][CH:64]=2)[O:15][C@@H:10]1[O:11][CH2:12][CH:13]=[CH2:14])[C:2]1[CH:7]=[CH:6][CH:5]=[CH:4][CH:3]=1. The yield is 0.780. (2) The reactants are C[O:2][C:3](=[O:35])[CH:4]([C:9]1[CH:14]=[C:13]([C:15]2[CH:20]=[CH:19][C:18]([C:21]([F:24])([F:23])[F:22])=[CH:17][CH:16]=2)[N:12]=[C:11]([C:25]2[CH:30]=[CH:29][C:28]([C:31]([F:34])([F:33])[F:32])=[CH:27][CH:26]=2)[CH:10]=1)[CH2:5][CH:6]([CH3:8])[CH3:7].C(O)(=O)CC(CC(O)=O)(C(O)=O)O. The catalyst is [OH-].[Na+].C1COCC1. The product is [F:34][C:31]([F:32])([F:33])[C:28]1[CH:29]=[CH:30][C:25]([C:11]2[CH:10]=[C:9]([CH:4]([CH2:5][CH:6]([CH3:8])[CH3:7])[C:3]([OH:35])=[O:2])[CH:14]=[C:13]([C:15]3[CH:16]=[CH:17][C:18]([C:21]([F:24])([F:23])[F:22])=[CH:19][CH:20]=3)[N:12]=2)=[CH:26][CH:27]=1. The yield is 0.780.